This data is from Experimentally validated miRNA-target interactions with 360,000+ pairs, plus equal number of negative samples. The task is: Binary Classification. Given a miRNA mature sequence and a target amino acid sequence, predict their likelihood of interaction. (1) The miRNA is dme-miR-14-3p with sequence UCAGUCUUUUUCUCUCUCCUAU. The protein sequence of the target gene is MRLTGPWKLWLWMSIFLLPASTSVTVRDKTEESCPILRIEGHQLTYDNINKLEVSGFDLGDSFSLRRAFCESDKTCFKLGSALLIRDTIKIFPKGLPEEYSVAAMFRVRRNAKKERWFLWQVLNQQNIPQISIVVDGGKKVVEFMFQATEGDVLNYIFRNRELRPLFDRQWHKLGISIQSQVISLYMDCNLIARRQTDEKDTVDFHGRTVIATRASDGKPVDIELHQLKIYCSANLIAQETCCEISDTKCPEQDGFGNIASSWVTAHASKMSSYLPAKQELKDQCQCIPNKGEAGLPGAP.... Result: 0 (no interaction). (2) The miRNA is mmu-miR-466a-3p with sequence UAUACAUACACGCACACAUAAGA. The protein sequence of the target gene is MSKGLPEARTDAAMSELVPEPRPKPAVPMKPVSINSNLLGYIGIDTIIEQMRKKTMKTGFDFNIMVVGQSGLGKSTLVNTLFKSQVSRKASSWNREEKIPKTVEIKAIGHVIEEGGVKMKLTVIDTPGFGDQINNENCWEPIEKYINEQYEKFLKEEVNIARKKRIPDTRVHCCLYFISPTGHSLRPLDLEFMKHLSKVVNIIPVIAKADTMTLEEKSEFKQRVRKELEVNGIEFYPQKEFDEDLEDKTENDKIRQESMPFAVVGSDKEYQVNGKRVLGRKTPWGIIEVENLNHCEFALL.... Result: 1 (interaction).